This data is from Forward reaction prediction with 1.9M reactions from USPTO patents (1976-2016). The task is: Predict the product of the given reaction. Given the reactants [BH4-].[Na+].[C:3]([C:6]1[CH:7]=[CH:8][C:9]([Br:12])=[N:10][CH:11]=1)(=[O:5])[CH3:4], predict the reaction product. The product is: [Br:12][C:9]1[N:10]=[CH:11][C:6]([CH:3]([OH:5])[CH3:4])=[CH:7][CH:8]=1.